The task is: Binary Classification. Given a drug SMILES string, predict its activity (active/inactive) in a high-throughput screening assay against a specified biological target.. This data is from Orexin1 receptor HTS with 218,158 compounds and 233 confirmed actives. (1) The molecule is S(CC1OC(=O)NC1)c1n(c2cc(c(cc2)C)C)c(nn1)c1ccccc1. The result is 0 (inactive). (2) The compound is O(CC=1NC(=O)NC(C1C(OCC)=O)C)C(=O)c1c(O)c2c(cc1)cccc2. The result is 1 (active). (3) The drug is P(Oc1cc(ccc1)C)(=O)(N(CC)CC)N(CC)CC. The result is 0 (inactive). (4) The compound is Fc1cc(OCc2onc(C(=O)N3CCOCC3)c2)ccc1F. The result is 0 (inactive). (5) The molecule is Clc1ccc(CNC(=O)CCN2C(CC(NC2=S)(C)C)C)cc1. The result is 0 (inactive). (6) The molecule is S(=O)(=O)(N(c1ccccc1)C)c1cc(NC(=O)CN2C(=O)C3(NC2=O)CCCCC3)ccc1. The result is 0 (inactive). (7) The compound is FC(F)(F)c1nc(N2CCOCC2)nc(c1)c1cc(OC)ccc1. The result is 0 (inactive).